From a dataset of Peptide-MHC class II binding affinity with 134,281 pairs from IEDB. Regression. Given a peptide amino acid sequence and an MHC pseudo amino acid sequence, predict their binding affinity value. This is MHC class II binding data. (1) The peptide sequence is AAKEDFLGCLVKEIP. The MHC is DRB3_0202 with pseudo-sequence DRB3_0202. The binding affinity (normalized) is 0.0370. (2) The peptide sequence is YDKFEANVSTVLTGK. The MHC is DRB1_0802 with pseudo-sequence DRB1_0802. The binding affinity (normalized) is 0.451. (3) The peptide sequence is DALTLRTATNIWIDH. The MHC is DRB1_0401 with pseudo-sequence DRB1_0401. The binding affinity (normalized) is 0.547. (4) The peptide sequence is QMRSMPFLRKTRWTF. The MHC is HLA-DQA10501-DQB10402 with pseudo-sequence HLA-DQA10501-DQB10402. The binding affinity (normalized) is 0.683. (5) The peptide sequence is HFLVRSKTHLNFERS. The MHC is DRB1_0101 with pseudo-sequence DRB1_0101. The binding affinity (normalized) is 0.897. (6) The peptide sequence is KTLGVNMVRRGVRSL. The MHC is DRB1_0404 with pseudo-sequence DRB1_0404. The binding affinity (normalized) is 0.666. (7) The peptide sequence is NYLALLVKFVAGDGD. The MHC is DRB1_0401 with pseudo-sequence DRB1_0401. The binding affinity (normalized) is 0.337. (8) The binding affinity (normalized) is 0. The MHC is DRB1_0401 with pseudo-sequence DRB1_0401. The peptide sequence is VDKSKPKVYQWFD.